From a dataset of Full USPTO retrosynthesis dataset with 1.9M reactions from patents (1976-2016). Predict the reactants needed to synthesize the given product. (1) Given the product [CH2:15]([N:3]([CH2:1][CH3:2])[CH2:4][CH2:5][O:6][C:7]1[CH:8]=[CH:9][C:10]([CH2:13][NH:14][C:30](=[O:31])[C:29]#[C:28][C:19]2[CH:20]=[CH:21][C:22]([CH3:24])=[CH:23][C:18]=2[Cl:17])=[CH:11][CH:12]=1)[CH3:16], predict the reactants needed to synthesize it. The reactants are: [CH2:1]([N:3]([CH2:15][CH3:16])[CH2:4][CH2:5][O:6][C:7]1[CH:12]=[CH:11][C:10]([CH2:13][NH2:14])=[CH:9][CH:8]=1)[CH3:2].[Cl:17][C:18]1[CH:23]=[C:22]([C:24](F)(F)F)[CH:21]=[CH:20][C:19]=1[C:28]#[C:29][C:30](O)=[O:31]. (2) Given the product [C:1]([O:5][C:6]([N:8]1[CH2:13][CH2:12][CH:11]([C:14]2[C:27]([C:31]3[CH:36]=[CH:35][CH:34]=[CH:33][CH:32]=3)=[CH:26][C:25]3[O:24][CH2:23][C:22]4=[N:21][NH:20][C:19](=[O:29])[CH:18]([CH3:30])[N:17]4[C:16]=3[CH:15]=2)[CH2:10][CH2:9]1)=[O:7])([CH3:4])([CH3:3])[CH3:2], predict the reactants needed to synthesize it. The reactants are: [C:1]([O:5][C:6]([N:8]1[CH2:13][CH2:12][CH:11]([C:14]2[CH:15]=[C:16]3[C:25](=[CH:26][C:27]=2Br)[O:24][CH2:23][C:22]2[N:17]3[CH:18]([CH3:30])[C:19](=[O:29])[NH:20][N:21]=2)[CH2:10][CH2:9]1)=[O:7])([CH3:4])([CH3:3])[CH3:2].[C:31]1(B(O)O)[CH:36]=[CH:35][CH:34]=[CH:33][CH:32]=1.C([O-])([O-])=O.[K+].[K+]. (3) Given the product [NH2:1][C:2]1[N:6]([CH3:7])[N:5]=[C:4]([CH:8]2[CH2:12][CH2:11][N:10]([C:13]([O:15][CH2:16][C:17]3[CH:18]=[CH:19][CH:20]=[CH:21][CH:22]=3)=[O:14])[CH2:9]2)[C:3]=1[C:23]1[CH2:28][CH2:27][CH2:26][CH2:25][CH:24]=1, predict the reactants needed to synthesize it. The reactants are: [NH2:1][C:2]1[N:6]([CH3:7])[N:5]=[C:4]([CH:8]2[CH2:12][CH2:11][N:10]([C:13]([O:15][CH2:16][C:17]3[CH:22]=[CH:21][CH:20]=[CH:19][CH:18]=3)=[O:14])[CH2:9]2)[CH:3]=1.[C:23]1(=O)[CH2:28][CH2:27][CH2:26][CH2:25][CH2:24]1. (4) Given the product [CH3:1][N:2]1[CH2:3][CH2:4][C:5]([C:15]2[CH:20]=[CH:19][C:18]([Cl:21])=[C:17]([Cl:22])[CH:16]=2)([CH2:8][NH:9][CH3:10])[CH2:6][CH2:7]1, predict the reactants needed to synthesize it. The reactants are: [CH3:1][N:2]1[CH2:7][CH2:6][C:5]([C:15]2[CH:20]=[CH:19][C:18]([Cl:21])=[C:17]([Cl:22])[CH:16]=2)([CH2:8][NH:9][C:10](OCC)=O)[CH2:4][CH2:3]1.[H-].[H-].[H-].[H-].[Li+].[Al+3].[O-]S([O-])(=O)=O.[Na+].[Na+]. (5) Given the product [Cl:7][C:8]1[CH:9]=[CH:10][C:11]([CH2:16][N:17]2[CH2:18][C:19]([F:22])([F:21])[CH2:20]2)=[C:12]([CH:15]=1)[CH2:13][NH2:14], predict the reactants needed to synthesize it. The reactants are: [H-].[H-].[H-].[H-].[Li+].[Al+3].[Cl:7][C:8]1[CH:9]=[CH:10][C:11]([CH2:16][N:17]2[CH2:20][C:19]([F:22])([F:21])[CH2:18]2)=[C:12]([CH:15]=1)[C:13]#[N:14].O.[OH-].[Na+].